This data is from Full USPTO retrosynthesis dataset with 1.9M reactions from patents (1976-2016). The task is: Predict the reactants needed to synthesize the given product. (1) Given the product [CH:8]1([N:11]2[C:15]3[C:16]([O:32][C@@H:33]([C@H:35]4[CH2:39][NH:38][C:37](=[O:40])[CH2:36]4)[CH3:34])=[CH:17][C:18]([C:20]4[CH:25]=[CH:24][C:23]([N:26]5[CH2:27][CH2:28][N:29]([S:42]([CH3:41])(=[O:44])=[O:43])[CH2:30][CH2:31]5)=[CH:22][N:21]=4)=[CH:19][C:14]=3[N:13]=[CH:12]2)[CH2:9][CH2:10]1.[C:1]([OH:7])([C:3]([F:6])([F:5])[F:4])=[O:2], predict the reactants needed to synthesize it. The reactants are: [C:1]([OH:7])([C:3]([F:6])([F:5])[F:4])=[O:2].[CH:8]1([N:11]2[C:15]3[C:16]([O:32][C@@H:33]([C@H:35]4[CH2:39][NH:38][C:37](=[O:40])[CH2:36]4)[CH3:34])=[CH:17][C:18]([C:20]4[CH:25]=[CH:24][C:23]([N:26]5[CH2:31][CH2:30][NH:29][CH2:28][CH2:27]5)=[CH:22][N:21]=4)=[CH:19][C:14]=3[N:13]=[CH:12]2)[CH2:10][CH2:9]1.[CH3:41][S:42](O[S:42]([CH3:41])(=[O:44])=[O:43])(=[O:44])=[O:43]. (2) Given the product [CH:1]1[CH:6]=[C:5]([C:7]([C:8]2[CH:9]=[C:10]([I:16])[C:11]([O-:12])=[C:13]([I:15])[CH:14]=2)=[C:17]2[CH:18]=[C:19]([I:25])[C:20](=[O:24])[C:21]([I:23])=[CH:22]2)[C:4]([C:26]([O-:28])=[O:27])=[CH:3][CH:2]=1.[Na+:29].[Na+:29].[CH2:65]([O:67][N:36]1[CH2:37][CH2:38][N:39]([C:42](=[O:54])[C@H:43]([CH2:45][C:46]2[CH:51]=[CH:50][CH:49]=[C:48]([C:52](=[NH:53])[NH:56][OH:57])[CH:47]=2)[NH2:44])[C:40](=[C:26]=[O:28])[CH2:41]1)[CH3:66], predict the reactants needed to synthesize it. The reactants are: [CH:1]1[CH:6]=[C:5]([C:7]([C:17]2[CH:22]=[C:21]([I:23])[C:20]([O-:24])=[C:19]([I:25])[CH:18]=2)=[C:8]2[CH:14]=[C:13]([I:15])[C:11](=[O:12])[C:10]([I:16])=[CH:9]2)[C:4]([C:26]([O-:28])=[O:27])=[CH:3][CH:2]=1.[Na+:29].[Na+].C(OC([N:36]1[CH2:41][CH2:40][N:39]([C:42](=[O:54])[C@H:43]([CH2:45][C:46]2[CH:51]=[CH:50][CH:49]=[C:48]([C:52]#[N:53])[CH:47]=2)[NH2:44])[CH2:38][CH2:37]1)=O)C.Cl.[NH2:56][OH:57].C(N(CC)CC)C.[CH2:65]([OH:67])[CH3:66]. (3) The reactants are: [F:1][C:2]1[CH:21]=[C:20]([N+:22]([O-])=O)[C:19]([F:25])=[CH:18][C:3]=1[CH:4]=[C:5]1[CH2:10][CH2:9][N:8]([C:11]([O:13][C:14]([CH3:17])([CH3:16])[CH3:15])=[O:12])[CH2:7][CH2:6]1.[H][H]. Given the product [NH2:22][C:20]1[C:19]([F:25])=[CH:18][C:3]([CH2:4][CH:5]2[CH2:10][CH2:9][N:8]([C:11]([O:13][C:14]([CH3:17])([CH3:16])[CH3:15])=[O:12])[CH2:7][CH2:6]2)=[C:2]([F:1])[CH:21]=1, predict the reactants needed to synthesize it.